Dataset: TCR-epitope binding with 47,182 pairs between 192 epitopes and 23,139 TCRs. Task: Binary Classification. Given a T-cell receptor sequence (or CDR3 region) and an epitope sequence, predict whether binding occurs between them. (1) The epitope is FTISVTTEIL. The TCR CDR3 sequence is CASSLTAPDTDAFF. Result: 0 (the TCR does not bind to the epitope). (2) The epitope is RAKFKQLL. The TCR CDR3 sequence is CASSLGLSNQPQHF. Result: 1 (the TCR binds to the epitope). (3) The epitope is NYSGVVTTVMF. The TCR CDR3 sequence is CAISTGTGDNQPQHF. Result: 0 (the TCR does not bind to the epitope). (4) The epitope is YLDAYNMMI. The TCR CDR3 sequence is CASSLRGAEQFF. Result: 1 (the TCR binds to the epitope).